From a dataset of Full USPTO retrosynthesis dataset with 1.9M reactions from patents (1976-2016). Predict the reactants needed to synthesize the given product. (1) Given the product [F:1][C:2]1[CH:7]=[CH:6][C:5]([CH2:8][CH2:9][C:10]([O:12][CH3:13])=[O:11])=[CH:4][C:3]=1[B:20]1[O:24][C:23]([CH3:26])([CH3:25])[C:22]([CH3:28])([CH3:27])[O:21]1, predict the reactants needed to synthesize it. The reactants are: [F:1][C:2]1[CH:7]=[CH:6][C:5]([CH2:8][CH2:9][C:10]([O:12][CH3:13])=[O:11])=[CH:4][C:3]=1I.C([O-])(=O)C.[K+].[B:20]1([B:20]2[O:24][C:23]([CH3:26])([CH3:25])[C:22]([CH3:28])([CH3:27])[O:21]2)[O:24][C:23]([CH3:26])([CH3:25])[C:22]([CH3:28])([CH3:27])[O:21]1. (2) The reactants are: [CH3:1][O:2][C:3](=[O:55])[C@H:4]([N:41]1[CH2:45][CH2:44][C@H:43]([NH:46]C(OC(C)(C)C)=O)[C:42]1=[O:54])[CH2:5][C:6]1[CH:7]=[C:8]2[C:13](=[CH:14][C:15]=1[O:16][C:17]([F:20])([F:19])[F:18])[C:12]([NH:21]C(C1C=CC=CC=1)(C1C=CC=CC=1)C1C=CC=CC=1)=[N:11][CH:10]=[CH:9]2.[ClH:56]. Given the product [ClH:56].[ClH:56].[CH3:1][O:2][C:3](=[O:55])[C@H:4]([N:41]1[CH2:45][CH2:44][C@H:43]([NH2:46])[C:42]1=[O:54])[CH2:5][C:6]1[CH:7]=[C:8]2[C:13](=[CH:14][C:15]=1[O:16][C:17]([F:19])([F:20])[F:18])[C:12]([NH2:21])=[N:11][CH:10]=[CH:9]2, predict the reactants needed to synthesize it.